The task is: Predict which catalyst facilitates the given reaction.. This data is from Catalyst prediction with 721,799 reactions and 888 catalyst types from USPTO. (1) Reactant: [N:1]1[CH:2]=[CH:3][N:4]2[C:9]=1[CH:8]=[CH:7][C:6]([C:10]1[CH:20]=[CH:19][C:13]([C:14]([O:16][CH2:17][CH3:18])=[O:15])=[CH:12][CH:11]=1)=[N:5]2.C1C(=O)N([I:28])C(=O)C1. Product: [I:28][C:3]1[N:4]2[N:5]=[C:6]([C:10]3[CH:20]=[CH:19][C:13]([C:14]([O:16][CH2:17][CH3:18])=[O:15])=[CH:12][CH:11]=3)[CH:7]=[CH:8][C:9]2=[N:1][CH:2]=1. The catalyst class is: 643. (2) Reactant: [Cl:1][C:2]1[CH:7]=[CH:6][C:5]([Mg]Br)=[CH:4][CH:3]=1.Cl[CH:11]1[CH2:16][CH2:15][CH2:14][CH2:13][C:12]1=[O:17]. Product: [Cl:1][C:2]1[CH:7]=[CH:6][C:5]([CH:11]2[CH2:16][CH2:15][CH2:14][CH2:13][C:12]2=[O:17])=[CH:4][CH:3]=1. The catalyst class is: 28. (3) Reactant: [C:1]([O:5][C:6]([N:8]([CH2:19][CH2:20][C:21]1[CH:26]=[CH:25][C:24]([S:27]([C:30]2[CH:40]=[CH:39][C:33]([O:34][CH2:35][C:36]([O-])=[O:37])=[CH:32][CH:31]=2)(=[O:29])=[O:28])=[CH:23][CH:22]=1)[CH2:9][C@@H:10]([C:12]1[CH:17]=[CH:16][CH:15]=[C:14]([Cl:18])[CH:13]=1)[OH:11])=[O:7])([CH3:4])([CH3:3])[CH3:2].[Na+].Cl.[CH3:43][NH:44][CH3:45].Cl.CN(C)CCCN=C=NCC.ON1C2C=CC=CC=2N=N1.C(=O)(O)[O-].[Na+]. Product: [Cl:18][C:14]1[CH:13]=[C:12]([C@@H:10]([OH:11])[CH2:9][N:8]([CH2:19][CH2:20][C:21]2[CH:26]=[CH:25][C:24]([S:27]([C:30]3[CH:31]=[CH:32][C:33]([O:34][CH2:35][C:36]([N:44]([CH3:45])[CH3:43])=[O:37])=[CH:39][CH:40]=3)(=[O:29])=[O:28])=[CH:23][CH:22]=2)[C:6](=[O:7])[O:5][C:1]([CH3:3])([CH3:2])[CH3:4])[CH:17]=[CH:16][CH:15]=1. The catalyst class is: 9.